This data is from Catalyst prediction with 721,799 reactions and 888 catalyst types from USPTO. The task is: Predict which catalyst facilitates the given reaction. Reactant: [CH3:1][O:2][C:3]([NH:5][C@@H:6]1[C:12](=[O:13])[N:11]2[C@H:14]([C:18]([O:20]C(C)(C)C)=[O:19])[CH2:15][CH2:16][CH2:17][N:10]2[C:9](=[O:25])[CH2:8][CH2:7]1)=[O:4].FC(F)(F)C(O)=O. Product: [CH3:1][O:2][C:3]([NH:5][C@@H:6]1[C:12](=[O:13])[N:11]2[C@H:14]([C:18]([OH:20])=[O:19])[CH2:15][CH2:16][CH2:17][N:10]2[C:9](=[O:25])[CH2:8][CH2:7]1)=[O:4]. The catalyst class is: 2.